Dataset: Reaction yield outcomes from USPTO patents with 853,638 reactions. Task: Predict the reaction yield, written as a fraction of the theoretical maximum amount of product (1.0 means a 100% yield; for example, 0.34 means a 34% yield). (1) The product is [CH3:12][O:20][C:18](=[O:19])[CH2:17][O:10][CH2:9][CH2:8][C:4]1[CH:5]=[CH:6][CH:7]=[C:2]([Cl:1])[CH:3]=1. The yield is 0.760. The catalyst is C1COCC1.O. The reactants are [Cl:1][C:2]1[CH:3]=[C:4]([CH2:8][CH2:9][OH:10])[CH:5]=[CH:6][CH:7]=1.[Li][CH2:12]CCC.I[CH2:17][C:18]([O-:20])=[O:19].[Na+].S(Cl)(Cl)=O. (2) The reactants are [CH3:1][C:2]1[C:3]([C:8]#[N:9])=[N:4][CH:5]=[CH:6][CH:7]=1.S(=O)(=O)(O)[OH:11].C([O-])([O-])=O.[Na+].[Na+]. The catalyst is O. The product is [CH3:1][C:2]1[C:3]([C:8]([NH2:9])=[O:11])=[N:4][CH:5]=[CH:6][CH:7]=1. The yield is 0.970.